From a dataset of Experimentally validated miRNA-target interactions with 360,000+ pairs, plus equal number of negative samples. Binary Classification. Given a miRNA mature sequence and a target amino acid sequence, predict their likelihood of interaction. (1) The miRNA is rno-miR-181d-3p with sequence CCACCGGGGGAUGAAUGUCA. The protein sequence of the target gene is MPWTLQPKWLAGKGLPLLGAILLRKTEKSEPQWKHRRQETHPYYDLQVKVLRARNIQHTDKLSKADCYVRLWLPTASVSPSQTRTVVNSSDPEWNETFPYQIHGAVKNVLELALYDEDVLDSDNVFSILFDTSTLQLGQPCTKNFTRQQDPKELEVEFTLEKSQTPASEVVTNGVLVAHPCLRIQGTVTGDKTASLGELGSRQIQLAVPGAYEKPQPLQPTSEPGLPVNFTFHVNPVLSPKLHIKLQEQLQVFHSGPSDELEAQTSKMDKASILLSSLPLNEELTKLVDLEEGQQVSLRM.... Result: 0 (no interaction). (2) The miRNA is mmu-miR-466o-3p with sequence UACAUACAUGCACACAUAAGAC. The protein sequence of the target gene is MGARLGRRARADAPAAPSAGPAPYERRVRWLREIQSTLRERRPERARQLLRLLRQDLGLEGNLLTDILHRNVTFLNLVDPISHDLLVNLARDLQCPKKDHELWKSSDKICRQLIYHLTPHSKRKHHRKTQSSLKSSLQKTLLVGETVDLSGIPLSARDVQHISRYLDTRGVELVVLDLSFTELSDELLHLLLPSLWALPRLTQLLLNGNRLTRAAARELTEAIKDTAKFPVLAWVDLGNNVDVSSLPQPLLVGLRRRLSQHTSLPTIYEGLDLEPGGGMAETTAAVSTWGSAATEAGPEP.... Result: 1 (interaction).